The task is: Regression/Classification. Given a drug SMILES string, predict its absorption, distribution, metabolism, or excretion properties. Task type varies by dataset: regression for continuous measurements (e.g., permeability, clearance, half-life) or binary classification for categorical outcomes (e.g., BBB penetration, CYP inhibition). Dataset: cyp2c19_veith.. This data is from CYP2C19 inhibition data for predicting drug metabolism from PubChem BioAssay. (1) The result is 0 (non-inhibitor). The compound is NC1=N[C@H](c2ccc(Cl)cc2)N(c2ccc(S(=O)(=O)Nc3ncccn3)cc2)C(N)=N1. (2) The compound is O=c1c2ccccc2nnn1CSc1ccc2c(c1)OCCO2. The result is 1 (inhibitor). (3) The molecule is Cc1ccc(OCC(=O)NC2=NCCS2)cc1. The result is 1 (inhibitor). (4) The molecule is O=C(Nc1ccc(Cl)cc1Cl)c1cccc(N2C(=O)C=CC2=O)c1. The result is 1 (inhibitor).